This data is from Full USPTO retrosynthesis dataset with 1.9M reactions from patents (1976-2016). The task is: Predict the reactants needed to synthesize the given product. (1) Given the product [Cl:17][C:5]1[N:4]=[C:3]([Cl:19])[C:2]([F:1])=[CH:7][N:6]=1, predict the reactants needed to synthesize it. The reactants are: [F:1][C:2]1[C:3](O)=[N:4][C:5](O)=[N:6][CH:7]=1.N(CC)(CC)CC.[ClH:17].P(Cl)(Cl)(Cl)(Cl)[Cl:19].P(Cl)(Cl)(Cl)(Cl)Cl.O=P(Cl)(Cl)Cl. (2) The reactants are: [Br:1][C:2]1[CH:3]=[C:4]([CH2:15]/[CH:16]=[CH:17]/[C:18]([F:21])([F:20])[F:19])[C:5]([O:11][CH2:12][CH2:13][CH3:14])=[C:6]([N+:8]([O-])=O)[CH:7]=1.BrC1C=C(CCC)C(OCCC)=C([N+]([O-])=O)C=1.BrC1C=C(CCC)C(OCCC)=C(N[C:47]([NH:49][C:50]2[CH:55]=[CH:54][C:53]([CH3:56])=[CH:52][CH:51]=2)=[O:48])C=1. Given the product [Br:1][C:2]1[CH:3]=[C:4]([CH2:15]/[CH:16]=[CH:17]/[C:18]([F:21])([F:20])[F:19])[C:5]([O:11][CH2:12][CH2:13][CH3:14])=[C:6]([NH:8][C:47]([NH:49][C:50]2[CH:55]=[CH:54][C:53]([CH3:56])=[CH:52][CH:51]=2)=[O:48])[CH:7]=1, predict the reactants needed to synthesize it. (3) Given the product [N:1]1([C:10]2[CH:15]=[CH:14][N:13]=[C:12]([NH:16][CH:17]3[CH2:22][CH2:21][CH2:20][N:19]([S:24]([CH3:23])(=[O:26])=[O:25])[CH2:18]3)[N:11]=2)[C:5]2[CH:6]=[CH:7][CH:8]=[CH:9][C:4]=2[N:3]=[N:2]1, predict the reactants needed to synthesize it. The reactants are: [N:1]1([C:10]2[CH:15]=[CH:14][N:13]=[C:12]([NH:16][CH:17]3[CH2:22][CH2:21][CH2:20][NH:19][CH2:18]3)[N:11]=2)[C:5]2[CH:6]=[CH:7][CH:8]=[CH:9][C:4]=2[N:3]=[N:2]1.[CH3:23][S:24](Cl)(=[O:26])=[O:25]. (4) Given the product [C:18]1([O:28][CH2:2][CH2:3][CH2:4][CH2:5][CH2:6][NH2:7])[C:27]2[C:22](=[CH:23][CH:24]=[CH:25][CH:26]=2)[CH:21]=[CH:20][CH:19]=1, predict the reactants needed to synthesize it. The reactants are: Br[CH2:2][CH2:3][CH2:4][CH2:5][CH2:6][N:7]1C(=O)C2=CC=CC=C2C1=O.[C:18]1([OH:28])[C:27]2[C:22](=[CH:23][CH:24]=[CH:25][CH:26]=2)[CH:21]=[CH:20][CH:19]=1. (5) Given the product [C:32]([O:31][C:30]([NH:29][CH2:28][CH2:27][N:26]([CH2:25][C:24]1[CH:37]=[CH:38][C:21]([Cl:20])=[CH:22][CH:23]=1)[C:2]([N:4]1[CH2:9][CH2:8][N:7]([C:10]([O:12][CH2:13][C:14]2[CH:19]=[CH:18][CH:17]=[CH:16][CH:15]=2)=[O:11])[CH2:6][CH2:5]1)=[O:3])=[O:36])([CH3:35])([CH3:33])[CH3:34], predict the reactants needed to synthesize it. The reactants are: Cl[C:2]([N:4]1[CH2:9][CH2:8][N:7]([C:10]([O:12][CH2:13][C:14]2[CH:19]=[CH:18][CH:17]=[CH:16][CH:15]=2)=[O:11])[CH2:6][CH2:5]1)=[O:3].[Cl:20][C:21]1[CH:38]=[CH:37][C:24]([CH2:25][NH:26][CH2:27][CH2:28][NH:29][C:30](=[O:36])[O:31][C:32]([CH3:35])([CH3:34])[CH3:33])=[CH:23][CH:22]=1.CCN(C(C)C)C(C)C.